Dataset: Catalyst prediction with 721,799 reactions and 888 catalyst types from USPTO. Task: Predict which catalyst facilitates the given reaction. Reactant: [NH2:1][C:2]1[C:3]2[C@H:51]3[CH2:52][C@H:50]3[C:49]([F:54])([F:53])[C:4]=2[N:5]([CH2:7][C:8]([NH:10][C@H:11]([C:21]2[C:26]([C:27]3[CH:28]=[CH:29][C:30]([Cl:42])=[C:31]4[C:35]=3[N:34]([CH3:36])[N:33]=[C:32]4[NH:37][S:38]([CH3:41])(=[O:40])=[O:39])=[CH:25][CH:24]=[C:23]([C:43]#[C:44][C:45]([OH:48])([CH3:47])[CH3:46])[N:22]=2)[CH2:12][C:13]2[CH:18]=[C:17]([F:19])[CH:16]=[C:15]([F:20])[CH:14]=2)=[O:9])[N:6]=1.N1C=CC=CC=1.[CH3:61][O:62][C:63](Cl)=[O:64]. Product: [Cl:42][C:30]1[CH:29]=[CH:28][C:27]([C:26]2[C:21]([C@@H:11]([NH:10][C:8](=[O:9])[CH2:7][N:5]3[C:4]4[C:49]([F:53])([F:54])[C@@H:50]5[CH2:52][C@@H:51]5[C:3]=4[C:2]([NH:1][C:63](=[O:64])[O:62][CH3:61])=[N:6]3)[CH2:12][C:13]3[CH:18]=[C:17]([F:19])[CH:16]=[C:15]([F:20])[CH:14]=3)=[N:22][C:23]([C:43]#[C:44][C:45]([OH:48])([CH3:47])[CH3:46])=[CH:24][CH:25]=2)=[C:35]2[C:31]=1[C:32]([NH:37][S:38]([CH3:41])(=[O:39])=[O:40])=[N:33][N:34]2[CH3:36]. The catalyst class is: 2.